From a dataset of Full USPTO retrosynthesis dataset with 1.9M reactions from patents (1976-2016). Predict the reactants needed to synthesize the given product. (1) Given the product [CH2:1]([N:8]([CH3:22])[C:9]1[N:10]=[C:11]([Cl:25])[C:12]2[C:17]([CH:18]=1)=[CH:16][C:15]([O:19][CH3:20])=[CH:14][CH:13]=2)[C:2]1[CH:7]=[CH:6][CH:5]=[CH:4][CH:3]=1, predict the reactants needed to synthesize it. The reactants are: [CH2:1]([N:8]([CH3:22])[C:9]1[N:10]=[C:11](O)[C:12]2[C:17]([CH:18]=1)=[CH:16][C:15]([O:19][CH3:20])=[CH:14][CH:13]=2)[C:2]1[CH:7]=[CH:6][CH:5]=[CH:4][CH:3]=1.O=P(Cl)(Cl)[Cl:25]. (2) Given the product [NH2:10][C:9]1[C:8]2[C:7](=[N:6][C:5]([CH2:1][CH:2]([CH3:4])[CH3:3])=[CH:12][C:11]=2[CH3:13])[S:14][C:16]=1[C:17]([NH2:19])=[O:18], predict the reactants needed to synthesize it. The reactants are: [CH2:1]([C:5]1[CH:12]=[C:11]([CH3:13])[C:8]([C:9]#[N:10])=[C:7]([SH:14])[N:6]=1)[CH:2]([CH3:4])[CH3:3].Br[CH2:16][C:17]([NH2:19])=[O:18].[O-]CC.[Na+]. (3) Given the product [Cl:12][C:6]1[CH:5]=[C:4]([C:23]([C:25]([F:28])([F:27])[F:26])=[CH2:24])[CH:3]=[C:2]([Cl:1])[C:7]=1[C:8]([F:9])([F:10])[F:11], predict the reactants needed to synthesize it. The reactants are: [Cl:1][C:2]1[CH:3]=[C:4](B2OC(C)(C)C(C)(C)O2)[CH:5]=[C:6]([Cl:12])[C:7]=1[C:8]([F:11])([F:10])[F:9].Br[C:23]([C:25]([F:28])([F:27])[F:26])=[CH2:24].C([O-])([O-])=O.[Cs+].[Cs+].